This data is from Catalyst prediction with 721,799 reactions and 888 catalyst types from USPTO. The task is: Predict which catalyst facilitates the given reaction. (1) Reactant: [Cl:1][C:2]1[CH:21]=[C:20]([Cl:22])[CH:19]=[CH:18][C:3]=1[O:4][C:5]1[C:10]([CH2:11][CH2:12][CH2:13][OH:14])=[CH:9][N:8]=[C:7]([CH:15]([CH3:17])[CH3:16])[N:6]=1.[CH3:23][N:24]1[CH:28]=[C:27]([CH2:29][C:30]([O:32]C)=[O:31])[C:26](O)=[N:25]1.C(P(CCCC)CCCC)CCC.N(C(N1CCCCC1)=O)=NC(N1CCCCC1)=O.O1CCCC1CO.[OH-].[Na+].Cl. Product: [Cl:1][C:2]1[CH:21]=[C:20]([Cl:22])[CH:19]=[CH:18][C:3]=1[O:4][C:5]1[C:10]([CH2:11][CH2:12][CH2:13][O:14][C:26]2[C:27]([CH2:29][C:30]([OH:32])=[O:31])=[CH:28][N:24]([CH3:23])[N:25]=2)=[CH:9][N:8]=[C:7]([CH:15]([CH3:17])[CH3:16])[N:6]=1. The catalyst class is: 7. (2) Reactant: [Br:1][C:2]1[C:3]([NH:10][C@H:11]2[CH2:16][CH2:15][CH2:14][NH:13][CH2:12]2)=[N:4][C:5]([S:8][CH3:9])=[N:6][CH:7]=1.C(N(C(C)C)CC)(C)C.[CH3:26][CH:27]([CH3:33])[CH2:28][S:29](Cl)(=[O:31])=[O:30]. Product: [Br:1][C:2]1[C:3]([NH:10][C@H:11]2[CH2:16][CH2:15][CH2:14][N:13]([S:29]([CH2:28][CH:27]([CH3:33])[CH3:26])(=[O:31])=[O:30])[CH2:12]2)=[N:4][C:5]([S:8][CH3:9])=[N:6][CH:7]=1. The catalyst class is: 4. (3) Reactant: [Cl:1][C:2]1[CH:11]=[CH:10][C:5]([C:6]([NH:8][NH2:9])=[S:7])=[CH:4][CH:3]=1.[CH:12]([C:14]1[CH:24]=[CH:23][CH:22]=[CH:21][C:15]=1[O:16][CH2:17][C:18]([NH2:20])=[O:19])=O.CCN(C(C)C)C(C)C. Product: [Cl:1][C:2]1[CH:11]=[CH:10][C:5]([C:6]2[S:7][CH:12]([C:14]3[CH:24]=[CH:23][CH:22]=[CH:21][C:15]=3[O:16][CH2:17][C:18]([NH2:20])=[O:19])[NH:9][N:8]=2)=[CH:4][CH:3]=1. The catalyst class is: 2. (4) Reactant: [Cl:1][C:2]1[CH:7]=[CH:6][C:5]([N+:8]([O-:10])=[O:9])=[CH:4][C:3]=1[O:11]C. Product: [Cl:1][C:2]1[CH:7]=[CH:6][C:5]([N+:8]([O-:10])=[O:9])=[CH:4][C:3]=1[OH:11]. The catalyst class is: 844.